This data is from Reaction yield outcomes from USPTO patents with 853,638 reactions. The task is: Predict the reaction yield, written as a fraction of the theoretical maximum amount of product (1.0 means a 100% yield; for example, 0.34 means a 34% yield). (1) The reactants are [CH:1]1([CH2:6][CH:7]([C:11]2[CH:16]=[CH:15][C:14]([S:17][C:18]([F:21])([F:20])[F:19])=[CH:13][CH:12]=2)[C:8]([OH:10])=O)[CH2:5][CH2:4][CH2:3][CH2:2]1.C1(P(C2C=CC=CC=2)C2C=CC=CC=2)C=CC=CC=1.BrN1C(=O)CCC1=O.[NH2:49][C:50]1[CH:55]=[CH:54][CH:53]=[CH:52][N:51]=1. The catalyst is C(Cl)Cl. The product is [CH:1]1([CH2:6][CH:7]([C:11]2[CH:16]=[CH:15][C:14]([S:17][C:18]([F:21])([F:20])[F:19])=[CH:13][CH:12]=2)[C:8]([NH:49][C:50]2[CH:55]=[CH:54][CH:53]=[CH:52][N:51]=2)=[O:10])[CH2:2][CH2:3][CH2:4][CH2:5]1. The yield is 0.340. (2) The reactants are Cl.Cl.[NH2:3][C@H:4]1[CH2:9][CH2:8][C@H:7]([C:10]([N:12]2[CH2:17][CH2:16][N:15]([CH:18]([CH3:20])[CH3:19])[CH2:14][CH2:13]2)=[O:11])[CH2:6][CH2:5]1.[C:21](Cl)(=[O:25])[CH:22]([CH3:24])[CH3:23].CCN(CC)CC. The catalyst is ClCCl. The product is [CH:18]([N:15]1[CH2:14][CH2:13][N:12]([C:10]([C@H:7]2[CH2:8][CH2:9][C@H:4]([NH:3][C:21](=[O:25])[CH:22]([CH3:24])[CH3:23])[CH2:5][CH2:6]2)=[O:11])[CH2:17][CH2:16]1)([CH3:20])[CH3:19]. The yield is 0.110.